Dataset: Reaction yield outcomes from USPTO patents with 853,638 reactions. Task: Predict the reaction yield, written as a fraction of the theoretical maximum amount of product (1.0 means a 100% yield; for example, 0.34 means a 34% yield). (1) The reactants are [N:1]1[N:2]=[CH:3][N:4]([CH:6]2[C@@H:11]3[C@H:7]2[CH2:8][N:9](C(OC(C)(C)C)=O)[CH2:10]3)[CH:5]=1.[ClH:19]. The catalyst is C(OC)(C)(C)C. The product is [ClH:19].[N:1]1[N:2]=[CH:3][N:4]([CH:6]2[C@@H:7]3[C@H:11]2[CH2:10][NH:9][CH2:8]3)[CH:5]=1. The yield is 0.810. (2) The reactants are [Cl:1][C:2]1[CH:11]=[C:10]2[C:5]([CH:6]=[CH:7][N:8]([C@H:13]3[C@H:20]4[C@H:16]([O:17][CH:18]([O:21][CH3:22])[O:19]4)[C@@H:15]([CH2:23][OH:24])[O:14]3)[C:9]2=[O:12])=[CH:4][CH:3]=1.[S:25](Cl)([C:28]1[CH:34]=[CH:33][C:31]([CH3:32])=[CH:30][CH:29]=1)(=[O:27])=[O:26]. The catalyst is ClCCl. The product is [Cl:1][C:2]1[CH:11]=[C:10]2[C:5]([CH:6]=[CH:7][N:8]([C@H:13]3[C@@H:20]4[O:19][CH:18]([O:21][CH3:22])[O:17][C@@H:16]4[C@@H:15]([CH2:23][O:24][S:25]([C:28]4[CH:34]=[CH:33][C:31]([CH3:32])=[CH:30][CH:29]=4)(=[O:27])=[O:26])[O:14]3)[C:9]2=[O:12])=[CH:4][CH:3]=1. The yield is 0.870. (3) The reactants are Cl[C:2]1[N:3]=[C:4]([OH:12])[C:5]2[CH:11]=[CH:10][N:9]=[CH:8][C:6]=2[N:7]=1.[CH2:13]([OH:16])[CH2:14][OH:15]. No catalyst specified. The product is [OH:15][CH2:14][CH2:13][O:16][C:2]1[N:3]=[C:4]([OH:12])[C:5]2[CH:11]=[CH:10][N:9]=[CH:8][C:6]=2[N:7]=1. The yield is 0.220.